Dataset: NCI-60 drug combinations with 297,098 pairs across 59 cell lines. Task: Regression. Given two drug SMILES strings and cell line genomic features, predict the synergy score measuring deviation from expected non-interaction effect. (1) Drug 1: C1=NC2=C(N1)C(=S)N=C(N2)N. Drug 2: C1=CC=C(C(=C1)C(C2=CC=C(C=C2)Cl)C(Cl)Cl)Cl. Cell line: A549. Synergy scores: CSS=40.3, Synergy_ZIP=0.770, Synergy_Bliss=3.35, Synergy_Loewe=-30.9, Synergy_HSA=3.48. (2) Drug 1: CC(CN1CC(=O)NC(=O)C1)N2CC(=O)NC(=O)C2. Drug 2: C1=CC(=CC=C1CC(C(=O)O)N)N(CCCl)CCCl.Cl. Cell line: U251. Synergy scores: CSS=50.0, Synergy_ZIP=-5.57, Synergy_Bliss=1.86, Synergy_Loewe=4.39, Synergy_HSA=4.66. (3) Drug 1: CC1=C(C=C(C=C1)NC2=NC=CC(=N2)N(C)C3=CC4=NN(C(=C4C=C3)C)C)S(=O)(=O)N.Cl. Drug 2: CC1=C(C(CCC1)(C)C)C=CC(=CC=CC(=CC(=O)O)C)C. Cell line: RXF 393. Synergy scores: CSS=6.94, Synergy_ZIP=-2.48, Synergy_Bliss=2.21, Synergy_Loewe=5.51, Synergy_HSA=5.50. (4) Drug 1: CCC1=CC2CC(C3=C(CN(C2)C1)C4=CC=CC=C4N3)(C5=C(C=C6C(=C5)C78CCN9C7C(C=CC9)(C(C(C8N6C)(C(=O)OC)O)OC(=O)C)CC)OC)C(=O)OC.C(C(C(=O)O)O)(C(=O)O)O. Drug 2: C1=CC=C(C=C1)NC(=O)CCCCCCC(=O)NO. Cell line: SK-MEL-28. Synergy scores: CSS=42.6, Synergy_ZIP=-0.0385, Synergy_Bliss=3.52, Synergy_Loewe=-4.72, Synergy_HSA=4.86. (5) Drug 1: CN(C)N=NC1=C(NC=N1)C(=O)N. Drug 2: CC1=C(C(=O)C2=C(C1=O)N3CC4C(C3(C2COC(=O)N)OC)N4)N. Cell line: LOX IMVI. Synergy scores: CSS=49.4, Synergy_ZIP=-5.72, Synergy_Bliss=-6.77, Synergy_Loewe=-2.35, Synergy_HSA=-0.221. (6) Drug 1: CC1C(C(CC(O1)OC2CC(OC(C2O)C)OC3=CC4=CC5=C(C(=O)C(C(C5)C(C(=O)C(C(C)O)O)OC)OC6CC(C(C(O6)C)O)OC7CC(C(C(O7)C)O)OC8CC(C(C(O8)C)O)(C)O)C(=C4C(=C3C)O)O)O)O. Drug 2: CC(C)(C#N)C1=CC(=CC(=C1)CN2C=NC=N2)C(C)(C)C#N. Cell line: SW-620. Synergy scores: CSS=50.0, Synergy_ZIP=5.23, Synergy_Bliss=4.92, Synergy_Loewe=-2.15, Synergy_HSA=-0.924. (7) Drug 1: C1CN1C2=NC(=NC(=N2)N3CC3)N4CC4. Drug 2: CN(C(=O)NC(C=O)C(C(C(CO)O)O)O)N=O. Cell line: HL-60(TB). Synergy scores: CSS=53.9, Synergy_ZIP=-1.74, Synergy_Bliss=-2.55, Synergy_Loewe=-38.6, Synergy_HSA=-1.36. (8) Drug 1: CC1=CC2C(CCC3(C2CCC3(C(=O)C)OC(=O)C)C)C4(C1=CC(=O)CC4)C. Drug 2: N.N.Cl[Pt+2]Cl. Cell line: SK-MEL-5. Synergy scores: CSS=-6.26, Synergy_ZIP=6.29, Synergy_Bliss=4.32, Synergy_Loewe=-8.58, Synergy_HSA=-6.04. (9) Drug 1: C1=CN(C(=O)N=C1N)C2C(C(C(O2)CO)O)O.Cl. Drug 2: CC1CCC2CC(C(=CC=CC=CC(CC(C(=O)C(C(C(=CC(C(=O)CC(OC(=O)C3CCCCN3C(=O)C(=O)C1(O2)O)C(C)CC4CCC(C(C4)OC)OCCO)C)C)O)OC)C)C)C)OC. Cell line: NCI-H226. Synergy scores: CSS=1.89, Synergy_ZIP=-0.672, Synergy_Bliss=1.10, Synergy_Loewe=-0.257, Synergy_HSA=0.0665.